From a dataset of Reaction yield outcomes from USPTO patents with 853,638 reactions. Predict the reaction yield, written as a fraction of the theoretical maximum amount of product (1.0 means a 100% yield; for example, 0.34 means a 34% yield). (1) The reactants are [OH:1][CH:2]1[CH2:5][CH:4]([C:6]([N:8]([O:10][CH3:11])[CH3:9])=[O:7])[CH2:3]1.[C:12]([Si:16](Cl)([C:23]1[CH:28]=[CH:27][CH:26]=[CH:25][CH:24]=1)[C:17]1[CH:22]=[CH:21][CH:20]=[CH:19][CH:18]=1)([CH3:15])([CH3:14])[CH3:13].N1C=CN=C1. The catalyst is CN(C=O)C.ClCCl. The product is [Si:16]([O:1][CH:2]1[CH2:5][CH:4]([C:6]([N:8]([O:10][CH3:11])[CH3:9])=[O:7])[CH2:3]1)([C:12]([CH3:15])([CH3:14])[CH3:13])([C:23]1[CH:24]=[CH:25][CH:26]=[CH:27][CH:28]=1)[C:17]1[CH:22]=[CH:21][CH:20]=[CH:19][CH:18]=1. The yield is 0.500. (2) The catalyst is CC(C)=O.O.O=[Os](=O)(=O)=O. The reactants are [C:1]([C:5]1[CH:10]=[CH:9][C:8]([C:11]2[C:19]3[C:14](=[CH:15][CH:16]=[CH:17][CH:18]=3)[N:13]([CH2:20][C:21]3[CH:26]=[CH:25][CH:24]=[C:23]([N:27]4[CH2:32][CH2:31][S:30][CH2:29][CH2:28]4)[CH:22]=3)[C:12]=2[C:33]([O:35]CC)=[O:34])=[CH:7][CH:6]=1)([CH3:4])([CH3:3])[CH3:2].CC[O:40]C(C)=O.[OH-:44].[Na+]. The product is [CH3:2][C:1]([C:5]1[CH:10]=[CH:9][C:8]([C:11]2[C:19]3[C:14](=[CH:15][CH:16]=[CH:17][CH:18]=3)[N:13]([CH2:20][C:21]3[CH:26]=[CH:25][CH:24]=[C:23]([N:27]4[CH2:32][CH2:31][S:30](=[O:40])(=[O:44])[CH2:29][CH2:28]4)[CH:22]=3)[C:12]=2[C:33]([OH:35])=[O:34])=[CH:7][CH:6]=1)([CH3:4])[CH3:3]. The yield is 0.650. (3) The reactants are [CH3:1][C:2]([S@:5](/[N:7]=[C:8](/[CH:10]1[CH2:15][CH2:14][O:13][CH2:12][CH2:11]1)\[CH3:9])=[O:6])([CH3:4])[CH3:3].CO.[BH4-].[Na+]. The catalyst is O1CCCC1. The product is [CH3:1][C:2]([S@:5]([NH:7][CH:8]([CH:10]1[CH2:15][CH2:14][O:13][CH2:12][CH2:11]1)[CH3:9])=[O:6])([CH3:3])[CH3:4]. The yield is 0.521. (4) The reactants are [CH3:1][C:2]([CH3:17])([CH3:16])[C:3]#[C:4][C:5]1[CH:11]=[C:10]([N+:12]([O-:14])=[O:13])[C:9]([F:15])=[CH:8][C:6]=1[NH2:7].CCN(CC)CC.[C:25](Cl)(=[O:29])[CH2:26][CH2:27][CH3:28].O. The catalyst is ClCCl. The yield is 0.670. The product is [CH3:1][C:2]([CH3:17])([CH3:16])[C:3]#[C:4][C:5]1[CH:11]=[C:10]([N+:12]([O-:14])=[O:13])[C:9]([F:15])=[CH:8][C:6]=1[NH:7][C:25](=[O:29])[CH2:26][CH2:27][CH3:28].